Dataset: Forward reaction prediction with 1.9M reactions from USPTO patents (1976-2016). Task: Predict the product of the given reaction. (1) The product is: [CH2:65]1[C:64]2=[C:72]3[C:71](=[CH:61][CH:62]=[CH:63]2)[C:70]([N:6]2[CH2:5][CH2:4][NH:3][C@H:2]([CH3:1])[CH2:7]2)=[CH:69][CH:68]=[C:67]3[CH2:66]1. Given the reactants [CH3:1][C@@H:2]1[CH2:7][NH:6][CH2:5][CH2:4][NH:3]1.C1(P(C2C(P(C3C=CC=CC=3)C3C=CC=CC=3)=C(C3C4C(=CC=CC=4)C=CC=3)C3C(C=2)=CC=CC=3)C2C=CC=CC=2)C=CC=CC=1.CC(C)([O-])C.[Na+].Br[C:61]1[C:71]2[C:72]3[C:64]([CH2:65][CH2:66][C:67]=3[CH:68]=[CH:69][CH:70]=2)=[CH:63][CH:62]=1, predict the reaction product. (2) Given the reactants [NH2:1][C@@H:2]1[CH2:7][CH2:6][CH2:5][CH2:4][C@H:3]1[CH2:8][N:9]([CH3:21])[CH:10]1[CH2:19][CH2:18][C:17]2[C:12](=[CH:13][CH:14]=[C:15]([F:20])[CH:16]=2)[CH2:11]1.C1([O:28][C:29](=O)[NH:30][C:31]2[CH:36]=[C:35]([C:37]3[N:41]([CH3:42])[N:40]=[N:39][N:38]=3)[CH:34]=[C:33]([CH2:43][CH3:44])[CH:32]=2)C=CC=CC=1.C(N(CC)CC)C, predict the reaction product. The product is: [CH2:43]([C:33]1[CH:32]=[C:31]([NH:30][C:29]([NH:1][C@@H:2]2[CH2:7][CH2:6][CH2:5][CH2:4][C@H:3]2[CH2:8][N:9]([CH:10]2[CH2:19][CH2:18][C:17]3[C:12](=[CH:13][CH:14]=[C:15]([F:20])[CH:16]=3)[CH2:11]2)[CH3:21])=[O:28])[CH:36]=[C:35]([C:37]2[N:41]([CH3:42])[N:40]=[N:39][N:38]=2)[CH:34]=1)[CH3:44]. (3) Given the reactants [C:1]([C:5]1[CH:10]=[CH:9][C:8]([C:11]2[N:12]([CH3:43])[C:13]([S:16][C:17]3[CH:34]=[CH:33][C:20]([CH2:21][NH:22][C:23]4[CH:28]=[CH:27][C:26]([CH2:29][C:30]([OH:32])=O)=[CH:25][CH:24]=4)=[C:19]([O:35][CH2:36][CH2:37][CH2:38][CH2:39][CH2:40][CH2:41][CH3:42])[CH:18]=3)=[N:14][N:15]=2)=[CH:7][CH:6]=1)([CH3:4])([CH3:3])[CH3:2].[N:44]1(O)[C:48]2[CH:49]=[CH:50][CH:51]=[CH:52][C:47]=2N=N1.C(N)CCCCC.CN(C)CCCN=C=NCC, predict the reaction product. The product is: [C:1]([C:5]1[CH:10]=[CH:9][C:8]([C:11]2[N:12]([CH3:43])[C:13]([S:16][C:17]3[CH:34]=[CH:33][C:20]([CH2:21][NH:22][C:23]4[CH:24]=[CH:25][C:26]([CH2:29][C:30]([NH:44][CH2:48][CH2:47][CH2:52][CH2:51][CH2:50][CH3:49])=[O:32])=[CH:27][CH:28]=4)=[C:19]([O:35][CH2:36][CH2:37][CH2:38][CH2:39][CH2:40][CH2:41][CH3:42])[CH:18]=3)=[N:14][N:15]=2)=[CH:7][CH:6]=1)([CH3:4])([CH3:2])[CH3:3]. (4) The product is: [CH3:4][CH:5]1[CH2:10][CH2:9][CH2:8][CH:7]([CH3:11])[N:6]1[SiH2:2][Cl:3]. Given the reactants Cl[SiH2:2][Cl:3].[CH3:4][CH:5]1[CH2:10][CH2:9][CH2:8][CH:7]([CH3:11])[NH:6]1.C(N(CC)CC)C.Cl, predict the reaction product. (5) The product is: [Cl:1][C:2]1[CH:7]=[CH:6][C:5]([NH:8][C:9]([NH:11][C:12]2[CH:17]=[N:16][CH:15]=[C:14]([C:18]([C:20]3[C:28]4[CH:27]=[N:26][CH:25]=[N:24][C:23]=4[N:22]([CH3:29])[CH:21]=3)=[O:19])[CH:13]=2)=[O:10])=[CH:4][CH:3]=1. Given the reactants [Cl:1][C:2]1[CH:7]=[CH:6][C:5]([N:8]=[C:9]=[O:10])=[CH:4][CH:3]=1.[NH2:11][C:12]1[CH:13]=[C:14]([C:18]([C:20]2[C:28]3[CH:27]=[N:26][CH:25]=[N:24][C:23]=3[N:22]([CH3:29])[CH:21]=2)=[O:19])[CH:15]=[N:16][CH:17]=1, predict the reaction product. (6) Given the reactants [C:1]([C:6]1[CH:11]=[CH:10][C:9]([C@H:12]2[CH2:17][CH2:16][C@H:15]([C:18]([O:20][CH3:21])=[O:19])[CH2:14][CH2:13]2)=[CH:8][CH:7]=1)(=[O:5])[CH:2]([CH3:4])[OH:3], predict the reaction product. The product is: [C:1]([C:6]1[CH:11]=[CH:10][C:9]([C@H:12]2[CH2:17][CH2:16][C@H:15]([C:18]([O:20][CH3:21])=[O:19])[CH2:14][CH2:13]2)=[CH:8][CH:7]=1)(=[O:5])[C:2]([CH3:4])=[O:3]. (7) Given the reactants Cl.[NH2:2][CH2:3][CH2:4][N:5]1[C:9]2[CH:10]=[CH:11][CH:12]=[CH:13][C:8]=2[NH:7][C:6]1=[O:14].C(N(CC)CC)C.[CH3:22][S:23](Cl)(=[O:25])=[O:24], predict the reaction product. The product is: [O:14]=[C:6]1[N:5]([CH2:4][CH2:3][NH:2][S:23]([CH3:22])(=[O:25])=[O:24])[C:9]2[CH:10]=[CH:11][CH:12]=[CH:13][C:8]=2[NH:7]1. (8) Given the reactants [NH2:1][C:2]1[CH:3]=[CH:4][C:5]2[O:9][CH2:8][C:7](=[O:10])[C:6]=2[CH:11]=1.C(N(CC)CC)C.Cl[C:20](Cl)([O:22]C(=O)OC(Cl)(Cl)Cl)Cl.[NH2:31][CH2:32][CH2:33][N:34]([CH3:42])[C:35](=[O:41])[O:36][C:37]([CH3:40])([CH3:39])[CH3:38], predict the reaction product. The product is: [CH3:42][N:34]([CH2:33][CH2:32][NH:31][C:20]([NH:1][C:2]1[CH:3]=[CH:4][C:5]2[O:9][CH2:8][C:7](=[O:10])[C:6]=2[CH:11]=1)=[O:22])[C:35](=[O:41])[O:36][C:37]([CH3:38])([CH3:39])[CH3:40]. (9) Given the reactants [Cl:1][C:2]1[CH:9]=[C:8]([OH:10])[CH:7]=[CH:6][C:3]=1[CH:4]=O.Cl.[NH2:12]O, predict the reaction product. The product is: [Cl:1][C:2]1[CH:9]=[C:8]([OH:10])[CH:7]=[CH:6][C:3]=1[C:4]#[N:12].